Dataset: Full USPTO retrosynthesis dataset with 1.9M reactions from patents (1976-2016). Task: Predict the reactants needed to synthesize the given product. Given the product [CH3:2][O:3][C:4]([C:6]1([NH:12][S:27]([C:22]2[CH:23]=[CH:24][CH:25]=[CH:26][C:21]=2[Br:20])(=[O:29])=[O:28])[CH2:7][CH2:8][CH2:9][CH2:10][CH2:11]1)=[O:5], predict the reactants needed to synthesize it. The reactants are: Cl.[CH3:2][O:3][C:4]([C:6]1([NH2:12])[CH2:11][CH2:10][CH2:9][CH2:8][CH2:7]1)=[O:5].C(N(CC)CC)C.[Br:20][C:21]1[CH:26]=[CH:25][CH:24]=[CH:23][C:22]=1[S:27](Cl)(=[O:29])=[O:28].